Dataset: Merck oncology drug combination screen with 23,052 pairs across 39 cell lines. Task: Regression. Given two drug SMILES strings and cell line genomic features, predict the synergy score measuring deviation from expected non-interaction effect. (1) Drug 1: CC(C)CC(NC(=O)C(Cc1ccccc1)NC(=O)c1cnccn1)B(O)O. Drug 2: COC1CC2CCC(C)C(O)(O2)C(=O)C(=O)N2CCCCC2C(=O)OC(C(C)CC2CCC(OP(C)(C)=O)C(OC)C2)CC(=O)C(C)C=C(C)C(O)C(OC)C(=O)C(C)CC(C)C=CC=CC=C1C. Cell line: DLD1. Synergy scores: synergy=9.48. (2) Drug 1: N#Cc1ccc(Cn2cncc2CN2CCN(c3cccc(Cl)c3)C(=O)C2)cc1. Drug 2: Cn1c(=O)n(-c2ccc(C(C)(C)C#N)cc2)c2c3cc(-c4cnc5ccccc5c4)ccc3ncc21. Cell line: KPL1. Synergy scores: synergy=24.5. (3) Drug 1: Nc1ccn(C2OC(CO)C(O)C2(F)F)c(=O)n1. Drug 2: CCN(CC)CCNC(=O)c1c(C)[nH]c(C=C2C(=O)Nc3ccc(F)cc32)c1C. Cell line: EFM192B. Synergy scores: synergy=3.92. (4) Drug 1: NC(=O)c1cccc2cn(-c3ccc(C4CCCNC4)cc3)nc12. Drug 2: CCC1(O)C(=O)OCc2c1cc1n(c2=O)Cc2cc3c(CN(C)C)c(O)ccc3nc2-1. Cell line: MSTO. Synergy scores: synergy=33.0.